This data is from Reaction yield outcomes from USPTO patents with 853,638 reactions. The task is: Predict the reaction yield, written as a fraction of the theoretical maximum amount of product (1.0 means a 100% yield; for example, 0.34 means a 34% yield). (1) The reactants are N[C@H](C(O)=O)CS.C1(=O)NC(=O)C=C1.[OH:15][C:16]([CH2:18][CH2:19][CH2:20][CH2:21][C@H:22]1[C@@H:30]2[C@@H:25]([NH:26][C:27]([NH:29]2)=[O:28])[CH2:24][S:23]1)=[O:17]. No catalyst specified. The product is [OH:17][C:16]([CH2:18][CH2:19][CH2:20][CH2:21][C@H:22]1[C@@H:30]2[C@@H:25]([NH:26][C:27]([NH:29]2)=[O:28])[CH2:24][S:23]1)=[O:15]. The yield is 1.00. (2) The reactants are [C:1]([C:5]1[CH:9]=[C:8]([NH2:10])[N:7]([C:11]2[CH:12]=[N:13][C:14]([O:17][CH3:18])=[CH:15][CH:16]=2)[N:6]=1)([CH3:4])([CH3:3])[CH3:2].Cl[C:20]([O:22][C:23]1[CH:28]=[CH:27][CH:26]=[CH:25][CH:24]=1)=[O:21]. No catalyst specified. The product is [C:1]([C:5]1[CH:9]=[C:8]([NH:10][C:20](=[O:21])[O:22][C:23]2[CH:28]=[CH:27][CH:26]=[CH:25][CH:24]=2)[N:7]([C:11]2[CH:12]=[N:13][C:14]([O:17][CH3:18])=[CH:15][CH:16]=2)[N:6]=1)([CH3:4])([CH3:2])[CH3:3]. The yield is 0.610. (3) The reactants are C(OC([N:8]1[CH2:13][CH2:12][N:11]([C:14]2[CH:15]=[N:16][C:17]([NH:20][C:21]3[N:22]=[CH:23][C:24]4[C:30]([CH3:31])=[C:29]([C:32]([O:34]CC)=[CH2:33])[C:28](=[O:37])[N:27]([CH:38]5[CH2:42][CH2:41][CH2:40][CH2:39]5)[C:25]=4[N:26]=3)=[CH:18][CH:19]=2)[CH2:10][CH2:9]1)=O)(C)(C)C. The catalyst is C(Cl)Cl.C(OCC)C. The product is [C:32]([C:29]1[C:28](=[O:37])[N:27]([CH:38]2[CH2:42][CH2:41][CH2:40][CH2:39]2)[C:25]2[N:26]=[C:21]([NH:20][C:17]3[CH:18]=[CH:19][C:14]([N:11]4[CH2:10][CH2:9][NH:8][CH2:13][CH2:12]4)=[CH:15][N:16]=3)[N:22]=[CH:23][C:24]=2[C:30]=1[CH3:31])(=[O:34])[CH3:33]. The yield is 0.920. (4) The reactants are [NH2:1][C:2]1[C:3]([O:16]C)=[C:4]([C:8]2[CH:9]=[C:10]([C:13]([OH:15])=[O:14])[NH:11][CH:12]=2)[CH:5]=[CH:6][CH:7]=1.B(Br)(Br)Br. The catalyst is ClCCl. The product is [NH2:1][C:2]1[C:3]([OH:16])=[C:4]([C:8]2[CH:9]=[C:10]([C:13]([OH:15])=[O:14])[NH:11][CH:12]=2)[CH:5]=[CH:6][CH:7]=1. The yield is 0.990. (5) The reactants are O.[C:2]([OH:7])(=[O:6])[C:3]([OH:5])=[O:4].O1C=CC2C([O:17][CH2:18][C@@H:19]([OH:42])[CH2:20][N:21]3[CH2:26][CH2:25][CH:24]([C:27]4[S:31][C:30]5[CH:32]=[CH:33][CH:34]=[CH:35][C:29]=5[C:28]=4[CH2:36][CH2:37][CH2:38][N:39]([CH3:41])[CH3:40])[CH2:23][CH2:22]3)=CC=CC1=2.[O:43]1[CH2:45][C@H:44]1[CH2:46][O:47][C:48]1[C:53]2[O:54][CH:55]=[CH:56][C:52]=2[CH:51]=[CH:50][CH:49]=1. The catalyst is CO. The product is [OH2:4].[C:2]([OH:7])(=[O:6])[C:3]([OH:5])=[O:4].[O:54]1[CH:55]=[CH:56][C:52]2[CH:51]=[CH:50][CH:49]=[C:48]([O:17][CH2:18][C@@H:19]([OH:42])[CH2:20][N:21]3[CH2:22][CH2:23][CH:24]([C:27]4[S:31][C:30]5[CH:32]=[CH:33][CH:34]=[CH:35][C:29]=5[C:28]=4[CH2:36][CH2:37][CH2:38][N:39]([CH3:41])[CH3:40])[CH2:25][CH2:26]3)[C:53]1=2.[O:54]1[CH:55]=[CH:56][C:52]2[CH:51]=[CH:50][CH:49]=[C:48]([O:47][CH2:46][C@@H:44]([OH:43])[CH2:45][N:21]3[CH2:26][CH2:25][CH:24]([C:27]4[S:31][C:30]5[CH:32]=[CH:33][CH:34]=[CH:35][C:29]=5[C:28]=4[CH2:36][CH2:37][CH2:38][N:39]([CH3:41])[CH3:40])[CH2:23][CH2:22]3)[C:53]1=2.[C:2]([OH:7])(=[O:6])[C:3]([OH:5])=[O:4]. The yield is 0.320. (6) The reactants are [CH2:1]([O:8][C:9]1[C:10]2[N:11]([C:15](I)=[C:16]([C:18]3[CH:23]=[CH:22][C:21]([F:24])=[CH:20][CH:19]=3)[N:17]=2)[CH:12]=[CH:13][CH:14]=1)[C:2]1[CH:7]=[CH:6][CH:5]=[CH:4][CH:3]=1.[CH3:26][S:27][C:28]1[N:33]=[C:32]([Sn](CCCC)(CCCC)CCCC)[CH:31]=[CH:30][N:29]=1.[F-].[K+]. The product is [CH2:1]([O:8][C:9]1[C:10]2[N:11]([C:15]([C:30]3[CH:31]=[CH:32][N:33]=[C:28]([S:27][CH3:26])[N:29]=3)=[C:16]([C:18]3[CH:23]=[CH:22][C:21]([F:24])=[CH:20][CH:19]=3)[N:17]=2)[CH:12]=[CH:13][CH:14]=1)[C:2]1[CH:7]=[CH:6][CH:5]=[CH:4][CH:3]=1. The yield is 0.390. The catalyst is C1(C)C=CC=CC=1.C(OCC)(=O)C.Cl[Pd](Cl)([P](C1C=CC=CC=1)(C1C=CC=CC=1)C1C=CC=CC=1)[P](C1C=CC=CC=1)(C1C=CC=CC=1)C1C=CC=CC=1. (7) The reactants are CCOP(OCC)([CH2:6][C:7]#[N:8])=O.CN1C(=O)N(C)CCC1.[H-].[Na+].[Cl:23][C:24]1[CH:25]=[C:26]([C:30]2[N:34]3[N:35]=[C:36]([NH:39][CH:40]4[CH2:45][CH2:44][C:43](=O)[CH2:42][CH2:41]4)[CH:37]=[CH:38][C:33]3=[N:32][CH:31]=2)[CH:27]=[CH:28][CH:29]=1. The catalyst is C1COCC1.O.CC(=O)OCC. The product is [Cl:23][C:24]1[CH:25]=[C:26]([C:30]2[N:34]3[N:35]=[C:36]([NH:39][CH:40]4[CH2:45][CH2:44][C:43](=[CH:6][C:7]#[N:8])[CH2:42][CH2:41]4)[CH:37]=[CH:38][C:33]3=[N:32][CH:31]=2)[CH:27]=[CH:28][CH:29]=1. The yield is 0.690. (8) The reactants are [F:1][CH:2]([F:14])[O:3][C:4]1[CH:13]=[CH:12][C:7]2[N:8]=[C:9]([NH2:11])[S:10][C:6]=2[CH:5]=1.[C:15](N1C=CN=C1)([N:17]1[CH:21]=[CH:20][N:19]=[CH:18]1)=[S:16]. The catalyst is C(#N)C. The product is [F:14][CH:2]([F:1])[O:3][C:4]1[CH:13]=[CH:12][C:7]2[N:8]=[C:9]([NH:11][C:15]([N:17]3[CH:21]=[CH:20][N:19]=[CH:18]3)=[S:16])[S:10][C:6]=2[CH:5]=1. The yield is 0.663. (9) The catalyst is [OH-].[Na+]. The yield is 0.860. The reactants are [F:1][C:2]1[CH:11]=[C:10]([NH:12][C:13]([C:15]2[S:16][C:17]([CH:23]([CH3:25])[CH3:24])=[C:18]([CH:20]([CH3:22])[CH3:21])[CH:19]=2)=[O:14])[CH:9]=[C:8]([F:26])[C:3]=1[C:4]([O:6]C)=[O:5]. The product is [F:26][C:8]1[CH:9]=[C:10]([NH:12][C:13]([C:15]2[S:16][C:17]([CH:23]([CH3:25])[CH3:24])=[C:18]([CH:20]([CH3:21])[CH3:22])[CH:19]=2)=[O:14])[CH:11]=[C:2]([F:1])[C:3]=1[C:4]([OH:6])=[O:5]. (10) The reactants are [CH3:1][C:2]([C:12]1[CH:16]=[C:15]([NH:17][C:18](=[O:31])[C:19]([CH3:30])([S:21]([CH:24]2[CH2:29][CH2:28][O:27][CH2:26][CH2:25]2)(=[O:23])=[O:22])[CH3:20])[O:14][N:13]=1)([CH3:11])[CH2:3][O:4]C1CCCCO1.CC1C=CC(S(O)(=O)=O)=CC=1. The catalyst is C(Cl)Cl.C(O)C. The product is [OH:4][CH2:3][C:2]([C:12]1[CH:16]=[C:15]([NH:17][C:18](=[O:31])[C:19]([CH3:30])([S:21]([CH:24]2[CH2:25][CH2:26][O:27][CH2:28][CH2:29]2)(=[O:23])=[O:22])[CH3:20])[O:14][N:13]=1)([CH3:11])[CH3:1]. The yield is 0.820.